From a dataset of NCI-60 drug combinations with 297,098 pairs across 59 cell lines. Regression. Given two drug SMILES strings and cell line genomic features, predict the synergy score measuring deviation from expected non-interaction effect. Drug 1: CC1C(C(CC(O1)OC2CC(OC(C2O)C)OC3=CC4=CC5=C(C(=O)C(C(C5)C(C(=O)C(C(C)O)O)OC)OC6CC(C(C(O6)C)O)OC7CC(C(C(O7)C)O)OC8CC(C(C(O8)C)O)(C)O)C(=C4C(=C3C)O)O)O)O. Drug 2: CN(CC1=CN=C2C(=N1)C(=NC(=N2)N)N)C3=CC=C(C=C3)C(=O)NC(CCC(=O)O)C(=O)O. Cell line: NCI-H322M. Synergy scores: CSS=41.8, Synergy_ZIP=-1.29, Synergy_Bliss=-1.54, Synergy_Loewe=-2.36, Synergy_HSA=-1.02.